Dataset: Catalyst prediction with 721,799 reactions and 888 catalyst types from USPTO. Task: Predict which catalyst facilitates the given reaction. (1) Reactant: [Br:1][C:2]1[C:11]2[C:6](=[CH:7][CH:8]=[CH:9][CH:10]=2)[C:5]([C:12]2[CH:17]=[CH:16][C:15]([Cl:18])=[CH:14][CH:13]=2)=[C:4]([CH:19]([OH:22])[CH:20]=[CH2:21])[C:3]=1[CH3:23].C(N(CC)CC)C.[Si:31](OS(C(F)(F)F)(=O)=O)([C:34]([CH3:37])([CH3:36])[CH3:35])([CH3:33])[CH3:32]. Product: [Br:1][C:2]1[C:11]2[C:6](=[CH:7][CH:8]=[CH:9][CH:10]=2)[C:5]([C:12]2[CH:17]=[CH:16][C:15]([Cl:18])=[CH:14][CH:13]=2)=[C:4]([CH:19]([O:22][Si:31]([C:34]([CH3:37])([CH3:36])[CH3:35])([CH3:33])[CH3:32])[CH:20]=[CH2:21])[C:3]=1[CH3:23]. The catalyst class is: 2. (2) Reactant: [Cl:1][C:2]1[CH:3]=[C:4]([C:12]2[O:16][N:15]=[C:14]([C:17]3[CH:18]=[CH:19][CH:20]=[C:21]4[C:25]=3[N:24]([CH3:26])[CH:23]=[C:22]4[CH:27]=O)[N:13]=2)[CH:5]=[CH:6][C:7]=1[O:8][CH:9]([CH3:11])[CH3:10].[NH2:29][C@H:30]([C:32]([O:34][CH3:35])=[O:33])[CH3:31].C(O)(=O)C.[BH-](OC(C)=O)(OC(C)=O)OC(C)=O.[Na+]. Product: [Cl:1][C:2]1[CH:3]=[C:4]([C:12]2[O:16][N:15]=[C:14]([C:17]3[CH:18]=[CH:19][CH:20]=[C:21]4[C:25]=3[N:24]([CH3:26])[CH:23]=[C:22]4[CH2:27][NH:29][C@H:30]([C:32]([O:34][CH3:35])=[O:33])[CH3:31])[N:13]=2)[CH:5]=[CH:6][C:7]=1[O:8][CH:9]([CH3:10])[CH3:11]. The catalyst class is: 2. (3) Reactant: [CH2:1]([O:3][P:4]([C:9]([C:12]1[CH:21]=[C:20]2[C:15]([CH:16]=[CH:17][C:18](/[CH:22]=[N:23]/O)=[N:19]2)=[CH:14][C:13]=1[Br:25])([F:11])[F:10])(=[O:8])[O:5][CH2:6][CH3:7])[CH3:2].C1(P(C2C=CC=CC=2)C2C=CC=CC=2)C=CC=CC=1.C(Cl)(Cl)(Cl)Cl. Product: [CH2:1]([O:3][P:4]([C:9]([C:12]1[CH:21]=[C:20]2[C:15]([CH:16]=[CH:17][C:18]([C:22]#[N:23])=[N:19]2)=[CH:14][C:13]=1[Br:25])([F:10])[F:11])(=[O:8])[O:5][CH2:6][CH3:7])[CH3:2]. The catalyst class is: 10. (4) Reactant: [SH:1][C:2]1[CH:3]=[C:4]([CH:8]=[CH:9][CH:10]=1)[C:5]([OH:7])=[O:6].Br[CH2:12][C:13]1[CH:14]=[C:15]([CH:20]=[CH:21][CH:22]=1)[C:16]([O:18][CH3:19])=[O:17].C([O-])([O-])=O.[K+].[K+]. Product: [CH3:19][O:18][C:16]([C:15]1[CH:14]=[C:13]([CH:22]=[CH:21][CH:20]=1)[CH2:12][S:1][C:2]1[CH:3]=[C:4]([CH:8]=[CH:9][CH:10]=1)[C:5]([OH:7])=[O:6])=[O:17]. The catalyst class is: 3.